From a dataset of Full USPTO retrosynthesis dataset with 1.9M reactions from patents (1976-2016). Predict the reactants needed to synthesize the given product. (1) Given the product [CH2:10]([O:12][C:13]([N:15]1[CH2:20][CH2:19][CH:18]([C:21]2[CH:26]=[C:25]([NH:35][CH2:34][C:33]3[CH:36]=[CH:37][C:38]([Cl:40])=[CH:39][C:32]=3[Cl:31])[N:24]3[N:28]=[CH:29][CH:30]=[C:23]3[N:22]=2)[CH2:17][CH2:16]1)=[O:14])[CH3:11], predict the reactants needed to synthesize it. The reactants are: C(N(C(C)C)CC)(C)C.[CH2:10]([O:12][C:13]([N:15]1[CH2:20][CH2:19][CH:18]([C:21]2[CH:26]=[C:25](Cl)[N:24]3[N:28]=[CH:29][CH:30]=[C:23]3[N:22]=2)[CH2:17][CH2:16]1)=[O:14])[CH3:11].[Cl:31][C:32]1[CH:39]=[C:38]([Cl:40])[CH:37]=[CH:36][C:33]=1[CH2:34][NH2:35].C(Cl)(Cl)Cl. (2) The reactants are: Cl[C:2]1[C:12]2[CH:11]=[C:10]([C:13]([O:15][CH3:16])=[O:14])[CH2:9][CH2:8][NH:7][C:6]=2[N:5]=[CH:4][N:3]=1.[NH2:17][C:18]1[CH:19]=[C:20]([Cl:38])[C:21]([O:24][C:25]2[CH:26]=[C:27]([CH:35]=[CH:36][CH:37]=2)[C:28]([NH:30][C:31]([CH3:34])([CH3:33])[CH3:32])=[O:29])=[N:22][CH:23]=1.[Cl-].[NH+]1C=CC=CC=1. Given the product [C:31]([NH:30][C:28]([C:27]1[CH:26]=[C:25]([CH:37]=[CH:36][CH:35]=1)[O:24][C:21]1[N:22]=[CH:23][C:18]([NH:17][C:2]2[C:12]3[CH:11]=[C:10]([C:13]([O:15][CH3:16])=[O:14])[CH2:9][CH2:8][NH:7][C:6]=3[N:5]=[CH:4][N:3]=2)=[CH:19][C:20]=1[Cl:38])=[O:29])([CH3:34])([CH3:32])[CH3:33], predict the reactants needed to synthesize it. (3) Given the product [NH2:1][C:2]([C:4]1[CH:5]=[N:6][C:7]2[C:12]([C:13]=1[NH:14][C:15]1[CH:16]=[C:17]([C:21]([OH:23])=[O:22])[CH:18]=[N:19][CH:20]=1)=[CH:11][CH:10]=[C:9]([C:25]1[C:26]([CH3:31])=[N:27][O:28][C:29]=1[CH3:30])[CH:8]=2)=[O:3], predict the reactants needed to synthesize it. The reactants are: [NH2:1][C:2]([C:4]1[CH:5]=[N:6][C:7]2[C:12]([C:13]=1[NH:14][C:15]1[CH:16]=[C:17]([C:21]([O:23]C)=[O:22])[CH:18]=[N:19][CH:20]=1)=[CH:11][CH:10]=[C:9]([C:25]1[C:26]([CH3:31])=[N:27][O:28][C:29]=1[CH3:30])[CH:8]=2)=[O:3].[OH-].[Na+]. (4) Given the product [Cl:31][C:19]1[C:20]([C:22]2[C:30]3[C:25](=[CH:26][CH:27]=[CH:28][CH:29]=3)[NH:24][CH:23]=2)=[N:21][C:16]([NH:15][CH:12]2[CH2:13][CH2:14][N:9]([CH2:8][C:5]3[CH:6]=[CH:7][C:2]([NH:1][C:45](=[O:47])/[CH:44]=[CH:43]/[CH2:42][N:73]([CH2:74][CH:75]([OH:78])[CH2:76][OH:77])[CH3:72])=[CH:3][CH:4]=3)[CH2:10][CH2:11]2)=[N:17][CH:18]=1, predict the reactants needed to synthesize it. The reactants are: [NH2:1][C:2]1[CH:7]=[CH:6][C:5]([CH2:8][N:9]2[CH2:14][CH2:13][CH:12]([NH:15][C:16]3[N:21]=[C:20]([C:22]4[C:30]5[C:25](=[CH:26][CH:27]=[CH:28][CH:29]=5)[NH:24][CH:23]=4)[C:19]([Cl:31])=[CH:18][N:17]=3)[CH2:11][CH2:10]2)=[CH:4][CH:3]=1.CCN(C(C)C)C(C)C.Br[CH2:42]/[CH:43]=[CH:44]/[C:45]([OH:47])=O.CN(C(ON1N=NC2C=CC=NC1=2)=[N+](C)C)C.F[P-](F)(F)(F)(F)F.[CH3:72][NH:73][CH2:74][CH:75]([OH:78])[CH2:76][OH:77]. (5) Given the product [NH2:1][C:2]1[C:10]([F:11])=[CH:9][C:8]([Br:12])=[CH:7][C:3]=1[CH2:4][OH:5], predict the reactants needed to synthesize it. The reactants are: [NH2:1][C:2]1[C:10]([F:11])=[CH:9][C:8]([Br:12])=[CH:7][C:3]=1[C:4](O)=[O:5].[BH4-]. (6) The reactants are: [Br:1][C:2]1[CH:3]=[C:4]([CH:8]([C:19]2C=CC=C[CH:20]=2)[CH2:9]/[C:10](/[C:13]2[CH:18]=[CH:17][N:16]=[CH:15][CH:14]=2)=[N:11]\[OH:12])[CH:5]=[CH:6][CH:7]=1.C(O)(C)C. Given the product [Br:1][C:2]1[CH:3]=[C:4]([CH:8]([CH2:19][CH3:20])[CH2:9][C:10]([C:13]2[CH:14]=[CH:15][N:16]=[CH:17][CH:18]=2)=[N:11][OH:12])[CH:5]=[CH:6][CH:7]=1, predict the reactants needed to synthesize it. (7) Given the product [CH2:22]([O:29][C:2]1[CH:3]=[N:4][C:5]([C:8]2[O:9][C:10]3[CH:16]=[C:15]([O:17][CH2:18][CH:19]4[CH2:21][CH2:20]4)[CH:14]=[CH:13][C:11]=3[N:12]=2)=[N:6][CH:7]=1)[C:23]1[CH:28]=[CH:27][CH:26]=[CH:25][CH:24]=1, predict the reactants needed to synthesize it. The reactants are: Br[C:2]1[CH:3]=[N:4][C:5]([C:8]2[O:9][C:10]3[CH:16]=[C:15]([O:17][CH2:18][CH:19]4[CH2:21][CH2:20]4)[CH:14]=[CH:13][C:11]=3[N:12]=2)=[N:6][CH:7]=1.[CH2:22]([OH:29])[C:23]1[CH:28]=[CH:27][CH:26]=[CH:25][CH:24]=1.C(=O)([O-])[O-].[Cs+].[Cs+].N1C2C(=CC=C3C=2N=CC=C3)C=CC=1. (8) Given the product [C:24]([C:5]1[C:6]([NH:8][CH:9]2[CH2:23][CH:12]3[CH2:13][N:14]([C:16]([O:18][C:19]([CH3:22])([CH3:21])[CH3:20])=[O:17])[CH2:15][CH:11]3[CH2:10]2)=[N:7][C:2]([NH:36][C:31]2[CH:30]=[N:29][N:28]([CH3:27])[CH:32]=2)=[N:3][CH:4]=1)#[N:25], predict the reactants needed to synthesize it. The reactants are: Cl[C:2]1[N:7]=[C:6]([NH:8][CH:9]2[CH2:23][CH:12]3[CH2:13][N:14]([C:16]([O:18][C:19]([CH3:22])([CH3:21])[CH3:20])=[O:17])[CH2:15][CH:11]3[CH2:10]2)[C:5]([C:24]#[N:25])=[CH:4][N:3]=1.Cl.[CH3:27][N:28]1[CH:32]=[CH:31][C:30](N)=[N:29]1.CC[N:36](C(C)C)C(C)C.